Dataset: Forward reaction prediction with 1.9M reactions from USPTO patents (1976-2016). Task: Predict the product of the given reaction. (1) Given the reactants Cl[C:2]1[CH:11]=[CH:10][CH:9]=[C:8]2[C:3]=1[CH:4]=[CH:5][C:6]([C:12]1[C:17]3[O:18][C:19]4[C:24]([C:16]=3[CH:15]=[C:14]([CH3:26])[CH:13]=1)=[CH:23][CH:22]=[C:21]([CH3:25])[N:20]=4)=[N:7]2.[CH2:27](B(O)O)[CH:28]([CH3:30])[CH3:29].[O-]P([O-])([O-])=O.[K+].[K+].[K+], predict the reaction product. The product is: [CH2:27]([C:2]1[CH:11]=[CH:10][CH:9]=[C:8]2[C:3]=1[CH:4]=[CH:5][C:6]([C:12]1[C:17]3[O:18][C:19]4[C:24]([C:16]=3[CH:15]=[C:14]([CH3:26])[CH:13]=1)=[CH:23][CH:22]=[C:21]([CH3:25])[N:20]=4)=[N:7]2)[CH:28]([CH3:30])[CH3:29]. (2) Given the reactants C([O:5][C:6]([C:8]1[CH:13]=[C:12](OC2C=CC(NC)=C(N)C=2)[CH:11]=[CH:10][N:9]=1)=[O:7])(C)(C)C.NC(N)=S.IC.C(OC(C1C=C([O:43][C:44]2[CH:65]=[CH:64][C:47]3[N:48]([CH3:63])[C:49]([NH:51][C:52]4[CH:57]=[C:56]([C:58]([F:61])([F:60])[F:59])[CH:55]=[CH:54][C:53]=4[F:62])=[N:50][C:46]=3[CH:45]=2)C=CN=1)=O)(C)(C)C.FC(F)(F)C(O)=O, predict the reaction product. The product is: [F:62][C:53]1[CH:54]=[CH:55][C:56]([C:58]([F:61])([F:60])[F:59])=[CH:57][C:52]=1[NH:51][C:49]1[N:48]([CH3:63])[C:47]2[CH:64]=[CH:65][C:44]([O:43][C:8]3([C:6]([OH:7])=[O:5])[CH:13]=[CH:12][CH:11]=[CH:10][NH:9]3)=[CH:45][C:46]=2[N:50]=1. (3) Given the reactants [NH2:1][CH2:2][CH2:3][NH:4][C:5]1[CH:10]=[CH:9][C:8]([N+:11]([O-:13])=[O:12])=[CH:7][N:6]=1.CCN(C(C)C)C(C)C.[N+:23]([C:26]1[CH:31]=[CH:30][CH:29]=[CH:28][C:27]=1[S:32](Cl)(=[O:34])=[O:33])([O-:25])=[O:24], predict the reaction product. The product is: [N+:11]([C:8]1[CH:9]=[CH:10][C:5]([NH:4][CH2:3][CH2:2][NH:1][S:32]([C:27]2[CH:28]=[CH:29][CH:30]=[CH:31][C:26]=2[N+:23]([O-:25])=[O:24])(=[O:33])=[O:34])=[N:6][CH:7]=1)([O-:13])=[O:12]. (4) Given the reactants [NH2:1][CH2:2][C:3]1([OH:16])[CH2:8][CH2:7][N:6]([C:9]([O:11][C:12]([CH3:15])([CH3:14])[CH3:13])=[O:10])[CH2:5][CH2:4]1.C(N(CC)CC)C.Cl[C:25]1[C:34]2[C:29](=[CH:30][CH:31]=[CH:32][CH:33]=2)[N:28]=[CH:27][C:26]=1[N+:35]([O-:37])=[O:36], predict the reaction product. The product is: [OH:16][C:3]1([CH2:2][NH:1][C:25]2[C:34]3[C:29](=[CH:30][CH:31]=[CH:32][CH:33]=3)[N:28]=[CH:27][C:26]=2[N+:35]([O-:37])=[O:36])[CH2:4][CH2:5][N:6]([C:9]([O:11][C:12]([CH3:13])([CH3:15])[CH3:14])=[O:10])[CH2:7][CH2:8]1. (5) Given the reactants [Cl:1][CH2:2][C:3]([NH:5][C:6]1[CH:14]=[CH:13][CH:12]=[C:11]2[C:7]=1[C:8](=[O:32])[N:9]([CH:16]([C:21]1[CH:26]=[CH:25][C:24]([O:27][CH3:28])=[C:23]([O:29][CH2:30][CH3:31])[CH:22]=1)[CH2:17][C:18]([OH:20])=O)[C:10]2=[O:15])=[O:4].[C:33](N1C=CN=C1)([N:35]1C=CN=[CH:36]1)=O.CNC.O, predict the reaction product. The product is: [Cl:1][CH2:2][C:3]([NH:5][C:6]1[CH:14]=[CH:13][CH:12]=[C:11]2[C:7]=1[C:8](=[O:32])[N:9]([CH:16]([C:21]1[CH:26]=[CH:25][C:24]([O:27][CH3:28])=[C:23]([O:29][CH2:30][CH3:31])[CH:22]=1)[CH2:17][C:18]([N:35]([CH3:36])[CH3:33])=[O:20])[C:10]2=[O:15])=[O:4].